Dataset: Reaction yield outcomes from USPTO patents with 853,638 reactions. Task: Predict the reaction yield, written as a fraction of the theoretical maximum amount of product (1.0 means a 100% yield; for example, 0.34 means a 34% yield). (1) The reactants are [Br:1][C:2]1[CH2:6][CH:5]([C:7]([O:9][CH2:10][CH3:11])=[O:8])[N:4]([C:12]2[C:17]([Cl:18])=[CH:16][CH:15]=[CH:14][N:13]=2)[N:3]=1.S(OOS([O-])(=O)=O)([O-])(=O)=O.[K+].[K+].S(=O)(=O)(O)O. The catalyst is C(#N)C. The product is [Br:1][C:2]1[CH:6]=[C:5]([C:7]([O:9][CH2:10][CH3:11])=[O:8])[N:4]([C:12]2[C:17]([Cl:18])=[CH:16][CH:15]=[CH:14][N:13]=2)[N:3]=1. The yield is 0.890. (2) The reactants are [OH-].[Na+:2].[CH2:3]([C:7]1[CH:12]=[CH:11][C:10]([CH2:13][CH2:14][CH2:15][N:16]2[C:20]([CH3:21])=[CH:19][CH:18]=[C:17]2[C:22]2[CH:39]=[CH:38][C:25]([O:26][C@H:27]([CH2:31][C:32]3[CH:37]=[CH:36][CH:35]=[CH:34][CH:33]=3)[C:28]([OH:30])=[O:29])=[CH:24][CH:23]=2)=[CH:9][CH:8]=1)[CH2:4][CH2:5][CH3:6]. The catalyst is C(O)C. The product is [CH2:3]([C:7]1[CH:8]=[CH:9][C:10]([CH2:13][CH2:14][CH2:15][N:16]2[C:20]([CH3:21])=[CH:19][CH:18]=[C:17]2[C:22]2[CH:23]=[CH:24][C:25]([O:26][C@H:27]([CH2:31][C:32]3[CH:33]=[CH:34][CH:35]=[CH:36][CH:37]=3)[C:28]([O-:30])=[O:29])=[CH:38][CH:39]=2)=[CH:11][CH:12]=1)[CH2:4][CH2:5][CH3:6].[Na+:2]. The yield is 0.670.